Dataset: Full USPTO retrosynthesis dataset with 1.9M reactions from patents (1976-2016). Task: Predict the reactants needed to synthesize the given product. (1) Given the product [NH2:24][C:25]1[N:16]([C:17]2[CH:22]=[CH:21][C:20]([Cl:23])=[CH:19][CH:18]=2)[C:3]2[C:2]([N:1]=1)=[C:7]([N:8]1[CH2:13][CH2:12][O:11][CH2:10][CH2:9]1)[N:6]=[C:5]([C:14]#[N:15])[N:4]=2, predict the reactants needed to synthesize it. The reactants are: [NH2:1][C:2]1[C:3]([NH:16][C:17]2[CH:22]=[CH:21][C:20]([Cl:23])=[CH:19][CH:18]=2)=[N:4][C:5]([C:14]#[N:15])=[N:6][C:7]=1[N:8]1[CH2:13][CH2:12][O:11][CH2:10][CH2:9]1.[NH:24]1CCCC[CH2:25]1. (2) The reactants are: C([Li])CCC.[Si:6]([O:13][CH2:14][C:15]([C:18]1[CH:19]=[CH:20][C:21]([F:24])=[N:22][CH:23]=1)([CH3:17])[CH3:16])([C:9]([CH3:12])([CH3:11])[CH3:10])([CH3:8])[CH3:7].[B:25](OC(C)C)([O:30]C(C)C)[O:26]C(C)C. Given the product [Si:6]([O:13][CH2:14][C:15]([C:18]1[CH:19]=[C:20]([B:25]([OH:30])[OH:26])[C:21]([F:24])=[N:22][CH:23]=1)([CH3:17])[CH3:16])([C:9]([CH3:10])([CH3:11])[CH3:12])([CH3:8])[CH3:7], predict the reactants needed to synthesize it. (3) Given the product [C:31]([OH:36])(=[O:35])[C:32]([OH:34])=[O:33].[CH2:1]([N:8]1[CH2:9][CH2:10][C:11]([N:21]([C:25]2[CH:30]=[CH:29][CH:28]=[CH:27][CH:26]=2)[C:22](=[O:24])[CH3:23])([C:14]2[CH:19]=[C:18]([CH3:20])[CH:17]=[CH:16][N:15]=2)[CH2:12][CH2:13]1)[C:2]1[CH:7]=[CH:6][CH:5]=[CH:4][CH:3]=1, predict the reactants needed to synthesize it. The reactants are: [CH2:1]([N:8]1[CH2:13][CH2:12][C:11]([N:21]([C:25]2[CH:30]=[CH:29][CH:28]=[CH:27][CH:26]=2)[C:22](=[O:24])[CH3:23])([C:14]2[CH:19]=[C:18]([CH3:20])[CH:17]=[CH:16][N:15]=2)[CH2:10][CH2:9]1)[C:2]1[CH:7]=[CH:6][CH:5]=[CH:4][CH:3]=1.[C:31]([OH:36])(=[O:35])[C:32]([OH:34])=[O:33]. (4) Given the product [Br:13][C:9]1[CH:8]=[C:7]2[C:12](=[CH:11][CH:10]=1)[C@@H:4]([NH2:1])[CH2:5][CH2:6]2, predict the reactants needed to synthesize it. The reactants are: [N:1]([C@@H:4]1[C:12]2[C:7](=[CH:8][C:9]([Br:13])=[CH:10][CH:11]=2)[CH2:6][CH2:5]1)=[N+]=[N-].O.O.Cl[Sn]Cl. (5) Given the product [CH3:1][O:2][C:3]([C:5]1([NH:17][S:19]([C:22]2[CH:31]=[C:30]3[C:25]([CH2:26][CH2:27][N:28]([C:32](=[O:37])[C:33]([F:36])([F:34])[F:35])[CH2:29]3)=[CH:24][CH:23]=2)(=[O:20])=[O:21])[CH2:10][CH2:9][N:8]([C:11]2[CH:16]=[CH:15][N:14]=[CH:13][CH:12]=2)[CH2:7][CH2:6]1)=[O:4], predict the reactants needed to synthesize it. The reactants are: [CH3:1][O:2][C:3]([C:5]1([NH2:17])[CH2:10][CH2:9][N:8]([C:11]2[CH:16]=[CH:15][N:14]=[CH:13][CH:12]=2)[CH2:7][CH2:6]1)=[O:4].Cl[S:19]([C:22]1[CH:31]=[C:30]2[C:25]([CH2:26][CH2:27][N:28]([C:32](=[O:37])[C:33]([F:36])([F:35])[F:34])[CH2:29]2)=[CH:24][CH:23]=1)(=[O:21])=[O:20].N1C=CC=CC=1.O. (6) Given the product [NH2:1][C:2]1[C:3]([C:9]([O:11][CH3:12])=[O:10])=[N:4][C:5]([C:15]2[S:14][CH:18]=[CH:17][N:16]=2)=[CH:6][CH:7]=1, predict the reactants needed to synthesize it. The reactants are: [NH2:1][C:2]1[C:3]([C:9]([O:11][CH3:12])=[O:10])=[N:4][C:5](Br)=[CH:6][CH:7]=1.[Br-].[S:14]1[CH:18]=[CH:17][N:16]=[C:15]1[Zn+].C1COCC1. (7) The reactants are: Cl[C:2]1[CH:7]=[CH:6][C:5]([CH2:8][C:9]([OH:11])=[O:10])=[CH:4][N:3]=1.[C:12]1(B(O)O)[CH:17]=[CH:16][CH:15]=[CH:14][CH:13]=1.C([O-])([O-])=O.[Na+].[Na+]. Given the product [C:12]1([C:2]2[CH:7]=[CH:6][C:5]([CH2:8][C:9]([OH:11])=[O:10])=[CH:4][N:3]=2)[CH:17]=[CH:16][CH:15]=[CH:14][CH:13]=1, predict the reactants needed to synthesize it. (8) Given the product [CH2:14]([O:1][C@H:2]1[CH2:3][CH2:4][C@H:5]([C:8]([O:10][CH3:11])=[O:9])[CH2:6][CH2:7]1)[CH3:15], predict the reactants needed to synthesize it. The reactants are: [OH:1][C@H:2]1[CH2:7][CH2:6][C@H:5]([C:8]([O:10][CH3:11])=[O:9])[CH2:4][CH2:3]1.[H-].[Na+].[CH2:14](I)[CH3:15].C(OCC)(=O)C. (9) Given the product [C:27]([NH:31][C:32]([CH2:34][CH2:35][C:36]1[CH:43]=[CH:42][C:39]([CH2:40][NH:41][C:3]2[C:4]3[CH2:10][CH2:9][N:8]([C:11](=[O:16])[C:12]([F:15])([F:14])[F:13])[CH2:7][CH2:6][C:5]=3[CH:17]=[CH:18][C:2]=2[Cl:1])=[CH:38][CH:37]=1)=[O:33])([CH3:30])([CH3:28])[CH3:29], predict the reactants needed to synthesize it. The reactants are: [Cl:1][C:2]1[CH:18]=[CH:17][C:5]2[CH2:6][CH2:7][N:8]([C:11](=[O:16])[C:12]([F:15])([F:14])[F:13])[CH2:9][CH2:10][C:4]=2[C:3]=1OS(C(F)(F)F)(=O)=O.[C:27]([NH:31][C:32]([CH2:34][CH2:35][C:36]1[CH:43]=[CH:42][C:39]([CH2:40][NH2:41])=[CH:38][CH:37]=1)=[O:33])([CH3:30])([CH3:29])[CH3:28]. (10) Given the product [CH:1]1[C:6]([CH2:7][CH2:8][OH:9])=[CH:5][CH:4]=[C:3]([OH:10])[CH:2]=1.[C:21](=[O:20])([O-:27])[O-:22], predict the reactants needed to synthesize it. The reactants are: [CH:1]1[C:6]([CH2:7][CH2:8][OH:9])=[CH:5][CH:4]=[C:3]([OH:10])[CH:2]=1.N1C=CC=CC=1.ClC(Cl)([O:20][C:21](=[O:27])[O:22]C(Cl)(Cl)Cl)Cl.Cl.